The task is: Regression/Classification. Given a drug SMILES string, predict its absorption, distribution, metabolism, or excretion properties. Task type varies by dataset: regression for continuous measurements (e.g., permeability, clearance, half-life) or binary classification for categorical outcomes (e.g., BBB penetration, CYP inhibition). Dataset: cyp1a2_veith.. This data is from CYP1A2 inhibition data for predicting drug metabolism from PubChem BioAssay. (1) The compound is O=C(O)/C(=C\c1ccccc1)c1ccccc1. The result is 0 (non-inhibitor). (2) The molecule is Cc1ccc(S(=O)(=O)/C=C\C#N)cc1. The result is 1 (inhibitor). (3) The compound is C=C(C)[C@H]1CC=C(C)/C(=N/NC(=O)CNc2ccccc2OC)C1. The result is 1 (inhibitor). (4) The compound is COc1ccc(NC(=O)N2CC3(CCN(C(=O)Oc4ccccc4)CC3)C2)cc1. The result is 0 (non-inhibitor).